Dataset: Full USPTO retrosynthesis dataset with 1.9M reactions from patents (1976-2016). Task: Predict the reactants needed to synthesize the given product. Given the product [O:9]1[CH:10]=[CH:11][CH:12]=[C:8]1[C:7]1[N:6]=[C:5]([NH2:13])[CH:4]=[N:3][C:2]=1[C:18]1[CH:19]=[CH:20][N:21]=[C:16]([S:15][CH3:14])[N:17]=1, predict the reactants needed to synthesize it. The reactants are: Br[C:2]1[N:3]=[CH:4][C:5]([NH2:13])=[N:6][C:7]=1[C:8]1[O:9][CH:10]=[CH:11][CH:12]=1.[CH3:14][S:15][C:16]1[N:21]=[C:20]([Sn](C)(C)C)[CH:19]=[CH:18][N:17]=1.